This data is from Full USPTO retrosynthesis dataset with 1.9M reactions from patents (1976-2016). The task is: Predict the reactants needed to synthesize the given product. (1) Given the product [N:1]1([CH2:7][CH2:8][O:9][C:10]2[C:19]3[C:14](=[CH:15][CH:16]=[CH:17][CH:18]=3)[C:13]([NH:20][C:31]([NH:30][CH:28]3[CH2:29][CH:27]3[C:21]3[CH:26]=[CH:25][CH:24]=[CH:23][CH:22]=3)=[O:32])=[CH:12][CH:11]=2)[CH2:6][CH2:5][O:4][CH2:3][CH2:2]1, predict the reactants needed to synthesize it. The reactants are: [N:1]1([CH2:7][CH2:8][O:9][C:10]2[C:19]3[C:14](=[CH:15][CH:16]=[CH:17][CH:18]=3)[C:13]([NH2:20])=[CH:12][CH:11]=2)[CH2:6][CH2:5][O:4][CH2:3][CH2:2]1.[C:21]1([C@@H:27]2[CH2:29][C@H:28]2[N:30]=[C:31]=[O:32])[CH:26]=[CH:25][CH:24]=[CH:23][CH:22]=1. (2) Given the product [Cl:17][C:14]1[CH:15]=[C:16]2[C:11]([C:10]([NH2:19])=[N:9][C:8]2([C:20]2[CH:25]=[CH:24][N:23]=[C:22]([CH3:26])[CH:21]=2)[C:4]2[CH:5]=[CH:6][CH:7]=[C:2]([C:31]3[CH:32]=[N:27][CH:28]=[N:29][CH:30]=3)[CH:3]=2)=[C:12]([F:18])[CH:13]=1, predict the reactants needed to synthesize it. The reactants are: Br[C:2]1[CH:3]=[C:4]([C:8]2([C:20]3[CH:25]=[CH:24][N:23]=[C:22]([CH3:26])[CH:21]=3)[C:16]3[C:11](=[C:12]([F:18])[CH:13]=[C:14]([Cl:17])[CH:15]=3)[C:10]([NH2:19])=[N:9]2)[CH:5]=[CH:6][CH:7]=1.[N:27]1[CH:32]=[C:31](B(O)O)[CH:30]=[N:29][CH:28]=1.C(=O)([O-])[O-].[K+].[K+]. (3) Given the product [C:14]1([C:7]2([C:1]3[CH:6]=[CH:5][CH:4]=[CH:3][CH:2]=3)[NH:11][C:10](=[O:12])[N:9]([C:27]([C:28]3[CH:33]=[CH:32][CH:31]=[CH:30][CH:29]=3)([C:40]3[CH:41]=[CH:42][CH:43]=[CH:44][CH:45]=3)[C:34]3[CH:35]=[CH:36][CH:37]=[CH:38][CH:39]=3)[C:8]2=[O:13])[CH:15]=[CH:16][CH:17]=[CH:18][CH:19]=1, predict the reactants needed to synthesize it. The reactants are: [C:1]1([C:7]2([C:14]3[CH:19]=[CH:18][CH:17]=[CH:16][CH:15]=3)[NH:11][C:10](=[O:12])[NH:9][C:8]2=[O:13])[CH:6]=[CH:5][CH:4]=[CH:3][CH:2]=1.C(N(CC)CC)C.[C:27](Cl)([C:40]1[CH:45]=[CH:44][CH:43]=[CH:42][CH:41]=1)([C:34]1[CH:39]=[CH:38][CH:37]=[CH:36][CH:35]=1)[C:28]1[CH:33]=[CH:32][CH:31]=[CH:30][CH:29]=1.